From a dataset of Forward reaction prediction with 1.9M reactions from USPTO patents (1976-2016). Predict the product of the given reaction. Given the reactants [C:1]1([NH:7][CH2:8][C:9]2[CH:14]=[CH:13][N:12]=[C:11]3[N:15](S(C4C=CC(C)=CC=4)(=O)=O)[C:16]([C:18]4[C:26]5[C:21](=[CH:22][C:23]([O:29][CH3:30])=[C:24]([O:27][CH3:28])[CH:25]=5)[N:20]([CH3:31])[CH:19]=4)=[CH:17][C:10]=23)[CH:6]=[CH:5][CH:4]=[CH:3][CH:2]=1.[OH-].[K+], predict the reaction product. The product is: [C:1]1([NH:7][CH2:8][C:9]2[CH:14]=[CH:13][N:12]=[C:11]3[NH:15][C:16]([C:18]4[C:26]5[C:21](=[CH:22][C:23]([O:29][CH3:30])=[C:24]([O:27][CH3:28])[CH:25]=5)[N:20]([CH3:31])[CH:19]=4)=[CH:17][C:10]=23)[CH:2]=[CH:3][CH:4]=[CH:5][CH:6]=1.